The task is: Predict the reaction yield, written as a fraction of the theoretical maximum amount of product (1.0 means a 100% yield; for example, 0.34 means a 34% yield).. This data is from Reaction yield outcomes from USPTO patents with 853,638 reactions. (1) The reactants are Br[C:2]1[CH:3]=[C:4]([CH2:8][C:9]([O:11][CH3:12])=[O:10])[CH:5]=[CH:6][CH:7]=1.[NH:13]1[CH2:18][CH2:17][O:16][CH2:15][CH2:14]1.C1C=CC(P(C2C(C3C(P(C4C=CC=CC=4)C4C=CC=CC=4)=CC=C4C=3C=CC=C4)=C3C(C=CC=C3)=CC=2)C2C=CC=CC=2)=CC=1. The catalyst is C1(C)C=CC=CC=1.C(OCC)C.C1C=CC(/C=C/C(/C=C/C2C=CC=CC=2)=O)=CC=1.C1C=CC(/C=C/C(/C=C/C2C=CC=CC=2)=O)=CC=1.C1C=CC(/C=C/C(/C=C/C2C=CC=CC=2)=O)=CC=1.[Pd].[Pd]. The product is [N:13]1([C:2]2[CH:3]=[C:4]([CH2:8][C:9]([O:11][CH3:12])=[O:10])[CH:5]=[CH:6][CH:7]=2)[CH2:18][CH2:17][O:16][CH2:15][CH2:14]1. The yield is 0.230. (2) The reactants are [OH:1][C:2]1[C:11]2[C:6](=[N:7][CH:8]=[CH:9][CH:10]=2)[N:5]([CH2:12][CH2:13][CH:14]([CH3:16])[CH3:15])[C:4](=[O:17])[C:3]=1[C:18]1[NH:23][C:22]2[CH:24]=[CH:25][C:26]([NH:28][S:29](=[O:42])(=[O:41])[NH:30]C(OCC3C=CC=CC=3)=O)=[CH:27][C:21]=2[S:20](=[O:44])(=[O:43])[N:19]=1. The catalyst is CO.[Pd]. The product is [OH:1][C:2]1[C:11]2[C:6](=[N:7][CH:8]=[CH:9][CH:10]=2)[N:5]([CH2:12][CH2:13][CH:14]([CH3:16])[CH3:15])[C:4](=[O:17])[C:3]=1[C:18]1[NH:23][C:22]2[CH:24]=[CH:25][C:26]([NH:28][S:29]([NH2:30])(=[O:42])=[O:41])=[CH:27][C:21]=2[S:20](=[O:43])(=[O:44])[N:19]=1. The yield is 0.780. (3) The reactants are [C:1]([CH2:3][C:4]([O-:6])=[O:5])#[N:2].C(=O)([O-])[O-].[Cs+].[Cs+].Br[CH2:14][CH2:15][CH2:16][CH2:17][CH2:18]Br.[C:20](OCC)(=O)[CH3:21]. The catalyst is CN(C=O)C. The product is [CH2:20]([O:5][C:4]([C:3]1([C:1]#[N:2])[CH2:18][CH2:17][CH2:16][CH2:15][CH2:14]1)=[O:6])[CH3:21]. The yield is 0.570. (4) The reactants are C(#N)C.[C:4]([O:8][C:9]([N:11]([CH2:29][C:30]([O:32][C:33]([CH3:36])([CH3:35])[CH3:34])=[O:31])[C:12]1[CH:17]=[CH:16][CH:15]=[C:14]([CH2:18][NH:19][S:20]([C:23]2[CH:28]=[CH:27][CH:26]=[CH:25][N:24]=2)(=[O:22])=[O:21])[N:13]=1)=[O:10])([CH3:7])([CH3:6])[CH3:5].[Br:37][C:38]1[CH:45]=[CH:44][C:41]([CH2:42]Br)=[CH:40][CH:39]=1.C(=O)([O-])[O-].[K+].[K+]. The catalyst is O. The product is [C:33]([O:32][C:30](=[O:31])[CH2:29][N:11]([C:12]1[CH:17]=[CH:16][CH:15]=[C:14]([CH:18]([CH2:42][C:41]2[CH:44]=[CH:45][C:38]([Br:37])=[CH:39][CH:40]=2)[NH:19][S:20]([C:23]2[CH:28]=[CH:27][CH:26]=[CH:25][N:24]=2)(=[O:22])=[O:21])[N:13]=1)[C:9]([O:8][C:4]([CH3:7])([CH3:6])[CH3:5])=[O:10])([CH3:36])([CH3:35])[CH3:34]. The yield is 0.910. (5) The reactants are COC1N=CC(C2N=CN(CCCC[N:18]3[C:26](=[O:27])[C:25]4[C:20](=[CH:21][CH:22]=[CH:23][CH:24]=4)[C:19]3=[O:28])C=2)=CC=1.N1C=C(C2C=CC(OC)=NC=2)N=C1.C(=O)([O-])[O-].[K+].[K+].BrCCCCN1C(=O)C2=CC=CC=C2C1=O. The catalyst is CN(C=O)C. The product is [C:19]1(=[O:28])[C:20]2[C:25](=[CH:24][CH:23]=[CH:22][CH:21]=2)[C:26](=[O:27])[NH:18]1. The yield is 0.700.